This data is from Forward reaction prediction with 1.9M reactions from USPTO patents (1976-2016). The task is: Predict the product of the given reaction. (1) Given the reactants Br[C:2]1[CH:3]=[C:4]([CH:9]=[C:10]([CH:12]([OH:17])[C:13]([F:16])([F:15])[F:14])[CH:11]=1)[C:5]([O:7][CH3:8])=[O:6].[CH3:18][C:19]1[CH:20]=[CH:21][C:22](B2OC(C)(C)C(C)(C)O2)=[C:23]([CH:26]=1)[C:24]#[N:25], predict the reaction product. The product is: [C:24]([C:23]1[CH:26]=[C:19]([CH3:18])[CH:20]=[CH:21][C:22]=1[C:2]1[CH:11]=[C:10]([CH:12]([OH:17])[C:13]([F:16])([F:15])[F:14])[CH:9]=[C:4]([C:5]([O:7][CH3:8])=[O:6])[CH:3]=1)#[N:25]. (2) Given the reactants Cl[C:2]1[N:6]([C:7]2[CH:12]=[CH:11][C:10]([C:13]#[N:14])=[CH:9][CH:8]=2)[C:5]2[CH:15]=[CH:16][CH:17]=[CH:18][C:4]=2[N:3]=1.[NH2:19][CH2:20][CH2:21][CH2:22][N:23]1[CH2:28][CH2:27][CH:26]([C:29]2[CH:30]=[C:31]([NH:35][C:36](=[O:38])[CH3:37])[CH:32]=[CH:33][CH:34]=2)[CH2:25][CH2:24]1, predict the reaction product. The product is: [C:13]([C:10]1[CH:11]=[CH:12][C:7]([N:6]2[C:5]3[CH:15]=[CH:16][CH:17]=[CH:18][C:4]=3[N:3]=[C:2]2[NH:19][CH2:20][CH2:21][CH2:22][N:23]2[CH2:28][CH2:27][CH:26]([C:29]3[CH:30]=[C:31]([NH:35][C:36](=[O:38])[CH3:37])[CH:32]=[CH:33][CH:34]=3)[CH2:25][CH2:24]2)=[CH:8][CH:9]=1)#[N:14]. (3) Given the reactants [CH3:1][O:2][C:3]1[CH:4]=[C:5]2[C:10](=[CH:11][C:12]=1[O:13][CH3:14])[N:9]=[CH:8][CH:7]=[C:6]2[O:15][C:16]1[CH:22]=[CH:21][C:19]([NH2:20])=[C:18]([F:23])[CH:17]=1.C(N(CC)CC)C.ClC(Cl)(O[C:35](=[O:41])OC(Cl)(Cl)Cl)Cl.[CH3:43][C:44]1[N:45]=[C:46]([CH:50]([NH2:52])[CH3:51])[S:47][C:48]=1[CH3:49], predict the reaction product. The product is: [CH3:1][O:2][C:3]1[CH:4]=[C:5]2[C:10](=[CH:11][C:12]=1[O:13][CH3:14])[N:9]=[CH:8][CH:7]=[C:6]2[O:15][C:16]1[CH:22]=[CH:21][C:19]([NH:20][C:35]([NH:52][CH:50]([C:46]2[S:47][C:48]([CH3:49])=[C:44]([CH3:43])[N:45]=2)[CH3:51])=[O:41])=[C:18]([F:23])[CH:17]=1.